This data is from Catalyst prediction with 721,799 reactions and 888 catalyst types from USPTO. The task is: Predict which catalyst facilitates the given reaction. (1) Reactant: C(=O)([O-])[O-].[Cs+].[Cs+].[F:7][C:8]1[C:13]([OH:14])=[CH:12][CH:11]=[CH:10][C:9]=1[CH2:15][NH:16][C:17]([C:19]1[CH:20]=[C:21]2[C:26](=[CH:27][CH:28]=1)[N:25]=[CH:24][CH:23]=[CH:22]2)=[O:18].I[CH2:30][CH2:31][CH2:32][CH3:33].CN(C=O)C. Product: [CH2:30]([O:14][C:13]1[C:8]([F:7])=[C:9]([CH2:15][NH:16][C:17]([C:19]2[CH:20]=[C:21]3[C:26](=[CH:27][CH:28]=2)[N:25]=[CH:24][CH:23]=[CH:22]3)=[O:18])[CH:10]=[CH:11][CH:12]=1)[CH2:31][CH2:32][CH3:33]. The catalyst class is: 6. (2) The catalyst class is: 13. Reactant: [Cl-].O[NH3+:3].[C:4](=[O:7])([O-])[OH:5].[Na+].CS(C)=O.[CH3:13][C:14]1[N:51]=[C:17]2[N:18]([C:41]3[CH:46]=[CH:45][C:44]([O:47][CH:48]([CH3:50])[CH3:49])=[CH:43][CH:42]=3)[C:19](=[O:40])[C:20]([CH2:25][C:26]3[CH:31]=[CH:30][C:29]([C:32]4[C:33]([C:38]#[N:39])=[CH:34][CH:35]=[CH:36][CH:37]=4)=[CH:28][CH:27]=3)=[C:21]([CH2:22][CH2:23][CH3:24])[N:16]2[N:15]=1. Product: [CH3:13][C:14]1[N:51]=[C:17]2[N:18]([C:41]3[CH:46]=[CH:45][C:44]([O:47][CH:48]([CH3:50])[CH3:49])=[CH:43][CH:42]=3)[C:19](=[O:40])[C:20]([CH2:25][C:26]3[CH:27]=[CH:28][C:29]([C:32]4[CH:37]=[CH:36][CH:35]=[CH:34][C:33]=4[C:38]4[NH:3][C:4](=[O:7])[O:5][N:39]=4)=[CH:30][CH:31]=3)=[C:21]([CH2:22][CH2:23][CH3:24])[N:16]2[N:15]=1. (3) Reactant: C[O:2][C:3]([C:5]1[CH:6]=[C:7]([C:17]2[CH:22]=[CH:21][C:20]([CH3:23])=[CH:19][CH:18]=2)[CH:8]=[C:9]([N:11]2[C:15]([CH3:16])=[N:14][N:13]=[N:12]2)[CH:10]=1)=[O:4].O[Li].O. Product: [CH3:23][C:20]1[CH:21]=[CH:22][C:17]([C:7]2[CH:8]=[C:9]([N:11]3[C:15]([CH3:16])=[N:14][N:13]=[N:12]3)[CH:10]=[C:5]([C:3]([OH:4])=[O:2])[CH:6]=2)=[CH:18][CH:19]=1. The catalyst class is: 20.